Dataset: Forward reaction prediction with 1.9M reactions from USPTO patents (1976-2016). Task: Predict the product of the given reaction. (1) Given the reactants [S:1]1[CH:5]=[CH:4][CH:3]=[C:2]1[C:6]([OH:8])=[O:7].C1COCC1.[CH2:14](Br)[CH:15]([CH3:17])[CH3:16], predict the reaction product. The product is: [CH2:14]([C:5]1[S:1][C:2]([C:6]([OH:8])=[O:7])=[CH:3][CH:4]=1)[CH:15]([CH3:17])[CH3:16]. (2) Given the reactants [NH:1]([C:3]1[NH:7][C:6]2[CH:8]=[CH:9][CH:10]=[CH:11][C:5]=2[N:4]=1)[NH2:2].[C:12]([CH2:20][C:21](OCC)=[O:22])(=O)[C:13]1[CH:18]=[CH:17][CH:16]=[CH:15][CH:14]=1.Cl, predict the reaction product. The product is: [NH:7]1[C:6]2[CH:8]=[CH:9][CH:10]=[CH:11][C:5]=2[N:4]=[C:3]1[N:1]1[C:21](=[O:22])[CH:20]=[C:12]([C:13]2[CH:18]=[CH:17][CH:16]=[CH:15][CH:14]=2)[NH:2]1. (3) The product is: [CH3:4][C:5]1[N:10]=[C:9](/[CH:11]=[N:15]/[OH:14])[CH:8]=[CH:7][CH:6]=1. Given the reactants C(O)C.[CH3:4][C:5]1[N:10]=[C:9]([CH:11]=O)[CH:8]=[CH:7][CH:6]=1.Cl.[OH:14][NH2:15].C([O-])([O-])=O.[K+].[K+], predict the reaction product.